From a dataset of Catalyst prediction with 721,799 reactions and 888 catalyst types from USPTO. Predict which catalyst facilitates the given reaction. (1) Reactant: Cl.[NH:2]1[CH2:7][CH2:6][CH:5]([C:8]2[CH:13]=[CH:12][C:11]([NH2:14])=[CH:10][CH:9]=2)[CH2:4][CH2:3]1.C(N(CC)CC)C.[C:22](O[C:22]([O:24][C:25]([CH3:28])([CH3:27])[CH3:26])=[O:23])([O:24][C:25]([CH3:28])([CH3:27])[CH3:26])=[O:23]. Product: [NH2:14][C:11]1[CH:10]=[CH:9][C:8]([CH:5]2[CH2:6][CH2:7][N:2]([C:22]([O:24][C:25]([CH3:28])([CH3:27])[CH3:26])=[O:23])[CH2:3][CH2:4]2)=[CH:13][CH:12]=1. The catalyst class is: 387. (2) Reactant: [S-2].[Na+].[Na+].[S].[Br:5][C:6]1[CH:11]=[C:10]([N+:12]([O-])=O)[CH:9]=[CH:8][C:7]=1[CH:15]([CH3:17])[CH3:16]. Product: [Br:5][C:6]1[CH:11]=[C:10]([CH:9]=[CH:8][C:7]=1[CH:15]([CH3:17])[CH3:16])[NH2:12]. The catalyst class is: 32. (3) Reactant: C([O:4][C@H:5]([CH3:25])[CH2:6][CH2:7][CH2:8][CH2:9][N:10]1[C:15](=[O:16])[C:14]2[C:17]([CH3:22])=[CH:18][C:19](=[O:21])[NH:20][C:13]=2[N:12]([CH3:23])[C:11]1=[O:24])(=O)C.Cl.C(=O)(O)[O-].[Na+]. Product: [CH3:23][N:12]1[C:13]2[NH:20][C:19](=[O:21])[CH:18]=[C:17]([CH3:22])[C:14]=2[C:15](=[O:16])[N:10]([CH2:9][CH2:8][CH2:7][CH2:6][C@H:5]([OH:4])[CH3:25])[C:11]1=[O:24]. The catalyst class is: 5. (4) Reactant: Cl.[F:2][C:3]([F:16])([C:12]([F:15])([F:14])[F:13])[CH2:4][CH2:5][C@@H:6]([C:8]([O:10][CH3:11])=[O:9])[NH2:7].O.C(=O)([O-])[O-].[K+].[K+].Cl[C:25]([O:27][CH2:28][C:29]1[CH:34]=[CH:33][CH:32]=[CH:31][CH:30]=1)=[O:26]. Product: [CH2:28]([O:27][C:25]([NH:7][C@H:6]([C:8]([O:10][CH3:11])=[O:9])[CH2:5][CH2:4][C:3]([F:16])([F:2])[C:12]([F:13])([F:14])[F:15])=[O:26])[C:29]1[CH:34]=[CH:33][CH:32]=[CH:31][CH:30]=1. The catalyst class is: 1. (5) The catalyst class is: 12. Reactant: [F:1][C:2]1[CH:11]=[CH:10][C:5]([C:6]([NH2:9])=[N:7][OH:8])=[CH:4][CH:3]=1.[N:12]1[CH:17]=[CH:16][CH:15]=[CH:14][C:13]=1[C:18]#[C:19][CH2:20][CH2:21][C:22](O)=O.C1C=CC2N(O)N=NC=2C=1.CCN=C=NCCCN(C)C.Cl. Product: [F:1][C:2]1[CH:11]=[CH:10][C:5]([C:6]2[N:9]=[C:22]([CH2:21][CH2:20][C:19]#[C:18][C:13]3[CH:14]=[CH:15][CH:16]=[CH:17][N:12]=3)[O:8][N:7]=2)=[CH:4][CH:3]=1.